The task is: Predict the product of the given reaction.. This data is from Forward reaction prediction with 1.9M reactions from USPTO patents (1976-2016). (1) The product is: [S:11]([NH:10][CH2:9][C:8]1[CH:22]=[CH:23][C:5]([CH:3]([CH3:4])[C:2]([NH:24][CH2:25][C:26]2[C:27]([C:36]3[CH:37]=[C:38]([CH3:42])[CH:39]=[CH:40][CH:41]=3)=[N:28][C:29]([C:32]([F:33])([F:35])[F:34])=[CH:30][CH:31]=2)=[O:1])=[CH:6][CH:7]=1)(=[O:12])(=[O:13])[NH2:14]. Given the reactants [O:1]=[C:2]([NH:24][CH2:25][C:26]1[C:27]([C:36]2[CH:37]=[C:38]([CH3:42])[CH:39]=[CH:40][CH:41]=2)=[N:28][C:29]([C:32]([F:35])([F:34])[F:33])=[CH:30][CH:31]=1)[CH:3]([C:5]1[CH:23]=[CH:22][C:8]([CH2:9][NH:10][S:11]([NH:14]C(=O)OC(C)(C)C)(=[O:13])=[O:12])=[CH:7][CH:6]=1)[CH3:4].C(=O)(O)[O-].[Na+], predict the reaction product. (2) Given the reactants Cl[C:2]1[CH:7]=[C:6]([C:8]2[CH:13]=[CH:12][C:11]([O:14][CH:15]([F:17])[F:16])=[CH:10][CH:9]=2)[C:5]([F:18])=[CH:4][N:3]=1.[CH3:19][N:20](C)C=O, predict the reaction product. The product is: [F:16][CH:15]([F:17])[O:14][C:11]1[CH:12]=[CH:13][C:8]([C:6]2[C:5]([F:18])=[CH:4][N:3]=[C:2]([C:19]#[N:20])[CH:7]=2)=[CH:9][CH:10]=1.